Dataset: Reaction yield outcomes from USPTO patents with 853,638 reactions. Task: Predict the reaction yield, written as a fraction of the theoretical maximum amount of product (1.0 means a 100% yield; for example, 0.34 means a 34% yield). (1) The reactants are [Br:1][C:2]1[C:7]([F:8])=[CH:6][CH:5]=[CH:4][N:3]=1.ClC1C=CC=C(C(OO)=[O:17])C=1. The catalyst is C(Cl)(Cl)Cl. The product is [Br:1][C:2]1[C:7]([F:8])=[CH:6][CH:5]=[CH:4][N+:3]=1[O-:17]. The yield is 0.800. (2) The reactants are [Br:1][C:2]1[CH:7]=[CH:6][C:5](/[CH:8]=[CH:9]/[C:10]2[NH:11][CH:12]=[C:13]([C:15]3[CH:20]=[CH:19][C:18]([Cl:21])=[CH:17][C:16]=3[Cl:22])[N:14]=2)=[CH:4][CH:3]=1.C[CH:24](Br)[C:25]1[CH:30]=[CH:29][C:28]([O:31][C:32]([F:35])([F:34])[F:33])=[CH:27][CH:26]=1. No catalyst specified. The product is [Br:1][C:2]1[CH:7]=[CH:6][C:5](/[CH:8]=[CH:9]/[C:10]2[N:11]([CH2:24][C:25]3[CH:30]=[CH:29][C:28]([O:31][C:32]([F:33])([F:34])[F:35])=[CH:27][CH:26]=3)[CH:12]=[C:13]([C:15]3[CH:20]=[CH:19][C:18]([Cl:21])=[CH:17][C:16]=3[Cl:22])[N:14]=2)=[CH:4][CH:3]=1. The yield is 0.680.